Dataset: Full USPTO retrosynthesis dataset with 1.9M reactions from patents (1976-2016). Task: Predict the reactants needed to synthesize the given product. (1) Given the product [O:1]=[C:2]1[C:11]([CH:12]2[CH2:13][CH2:14][N:15]([C:18]([O:20][C@H:21]([CH2:26][C:27]3[CH:28]=[C:29]4[C:33](=[C:34]([CH3:36])[CH:35]=3)[NH:32][N:31]=[CH:30]4)[C:22]([O:24][CH3:25])=[O:23])=[O:19])[CH2:16][CH2:17]2)=[CH:10][C:9]2[C:4](=[CH:5][CH:6]=[CH:7][CH:8]=2)[NH:3]1, predict the reactants needed to synthesize it. The reactants are: [O:1]=[C:2]1[C:11]([CH:12]2[CH2:17][CH2:16][N:15]([C:18]([O:20][C@H:21]([CH2:26][C:27]3[CH:35]=[C:34]([CH3:36])[C:33]4[C:29](=[CH:30][N:31](COC)[N:32]=4)[CH:28]=3)[C:22]([O:24][CH3:25])=[O:23])=[O:19])[CH2:14][CH2:13]2)=[CH:10][C:9]2[C:4](=[CH:5][CH:6]=[CH:7][CH:8]=2)[NH:3]1.C(Cl)(=O)C. (2) Given the product [CH3:1][C:2]1([CH3:26])[CH2:7][CH2:6][CH:5]([C:8]2[S:25][C:11]3[N:12]=[C:13]([CH3:24])[N:14]=[C:15]([CH2:16][N:17]([CH:18]4[CH2:23][CH2:22][O:21][CH2:20][CH2:19]4)[C:36](=[O:38])[CH3:37])[C:10]=3[CH:9]=2)[CH2:4][CH2:3]1, predict the reactants needed to synthesize it. The reactants are: [CH3:1][C:2]1([CH3:26])[CH2:7][CH2:6][CH:5]([C:8]2[S:25][C:11]3[N:12]=[C:13]([CH3:24])[N:14]=[C:15]([CH2:16][NH:17][CH:18]4[CH2:23][CH2:22][O:21][CH2:20][CH2:19]4)[C:10]=3[CH:9]=2)[CH2:4][CH2:3]1.N1C=CC=CC=1.C(Cl)Cl.[C:36](OC(=O)C)(=[O:38])[CH3:37]. (3) Given the product [C:23]([O:27][C:28](=[O:37])[NH:29][CH:30]1[CH2:31][CH2:32][CH:33]([N:1]2[CH2:2][CH:3]([NH:5][C:6](=[O:22])[CH2:7][NH:8][C:9]3[C:17]4[C:12](=[CH:13][CH:14]=[C:15]([C:18]([F:20])([F:19])[F:21])[CH:16]=4)[NH:11][N:10]=3)[CH2:4]2)[CH2:34][CH2:35]1)([CH3:26])([CH3:24])[CH3:25], predict the reactants needed to synthesize it. The reactants are: [NH:1]1[CH2:4][CH:3]([NH:5][C:6](=[O:22])[CH2:7][NH:8][C:9]2[C:17]3[C:12](=[CH:13][CH:14]=[C:15]([C:18]([F:21])([F:20])[F:19])[CH:16]=3)[NH:11][N:10]=2)[CH2:2]1.[C:23]([O:27][C:28](=[O:37])[NH:29][CH:30]1[CH2:35][CH2:34][C:33](=O)[CH2:32][CH2:31]1)([CH3:26])([CH3:25])[CH3:24]. (4) Given the product [ClH:17].[C:1]([C:3]1([CH3:16])[CH2:8][CH2:7][CH2:6][NH:5][CH2:4]1)#[CH:2], predict the reactants needed to synthesize it. The reactants are: [C:1]([C:3]1([CH3:16])[CH2:8][CH2:7][CH2:6][N:5](C(OC(C)(C)C)=O)[CH2:4]1)#[CH:2].[ClH:17].O1CCOCC1. (5) Given the product [CH3:16][C:10]1[NH:11][C:12]2[C:8]([CH:9]=1)=[C:7]([C:43]1[N:44]=[C:45]([C:55]3([S:58]([CH3:61])(=[O:59])=[O:60])[CH2:56][CH2:57]3)[CH:46]=[C:47]([N:49]3[CH2:54][CH2:53][O:52][CH2:51][CH2:50]3)[N:48]=1)[CH:15]=[CH:14][CH:13]=2, predict the reactants needed to synthesize it. The reactants are: FC(F)(F)S(O[C:7]1[CH:15]=[CH:14][CH:13]=[C:12]2[C:8]=1[CH:9]=[C:10]([CH3:16])[NH:11]2)(=O)=O.B1(B2OC(C)(C)C(C)(C)O2)OC(C)(C)C(C)(C)O1.C([O-])(=O)C.[K+].Cl[C:43]1[N:48]=[C:47]([N:49]2[CH2:54][CH2:53][O:52][CH2:51][CH2:50]2)[CH:46]=[C:45]([C:55]2([S:58]([CH3:61])(=[O:60])=[O:59])[CH2:57][CH2:56]2)[N:44]=1.C(=O)([O-])[O-].[Na+].[Na+]. (6) The reactants are: [NH:1]([C:20]([O:22][CH2:23][C:24]1[CH:29]=[CH:28][CH:27]=[CH:26][CH:25]=1)=[O:21])[C@@H:2]([C:10]([O:12]CC1C=CC=CC=1)=O)[CH2:3][C:4]1[CH:9]=[CH:8][CH:7]=[CH:6][CH:5]=1.[NH:30](C(OCC1C=CC=CC=1)=O)[C@@H:31]([C:33]([O:35]CC1C=CC=CC=1)=O)C.[NH:53](C(OCC1C=CC=CC=1)=O)[C@@H](C(OCC1C=CC=CC=1)=O)CCC(=O)O.N(C(OCC1C=CC=CC=1)=O)[C@H](C(OCC1C=CC=CC=1)=O)CC1C=CC=CC=1. Given the product [NH:1]([C:20]([O:22][CH2:23][C:24]1[CH:25]=[CH:26][CH:27]=[CH:28][CH:29]=1)=[O:21])[C@@H:2]([C:10]([NH:30][CH2:31][C:33]([NH2:53])=[O:35])=[O:12])[CH2:3][C:4]1[CH:5]=[CH:6][CH:7]=[CH:8][CH:9]=1, predict the reactants needed to synthesize it. (7) Given the product [CH:13]1([CH2:12][NH:8][C:35]([C:33]2[N:32]=[C:31]3[C:27]([NH:28][C:29](=[O:45])[N:30]3[CH2:38][C:39]3[CH:44]=[CH:43][CH:42]=[CH:41][CH:40]=3)=[C:26]([NH2:25])[N:34]=2)=[O:37])[CH2:15][CH2:14]1, predict the reactants needed to synthesize it. The reactants are: F[P-](F)(F)(F)(F)F.[N:8]1(OC(N(C)C)=[N+](C)C)[C:12]2[CH:13]=[CH:14][CH:15]=CC=2N=N1.[NH2:25][C:26]1[N:34]=[C:33]([C:35]([OH:37])=O)[N:32]=[C:31]2[C:27]=1[NH:28][C:29](=[O:45])[N:30]2[CH2:38][C:39]1[CH:44]=[CH:43][CH:42]=[CH:41][CH:40]=1.C(N(C(C)C)CC)(C)C.NCC1CC1.